Dataset: Peptide-MHC class I binding affinity with 185,985 pairs from IEDB/IMGT. Task: Regression. Given a peptide amino acid sequence and an MHC pseudo amino acid sequence, predict their binding affinity value. This is MHC class I binding data. (1) The peptide sequence is SPTSYTSV. The MHC is H-2-Kb with pseudo-sequence H-2-Kb. The binding affinity (normalized) is 0.353. (2) The peptide sequence is IYTDEVYDY. The MHC is HLA-A02:03 with pseudo-sequence HLA-A02:03. The binding affinity (normalized) is 0.0847.